Dataset: Forward reaction prediction with 1.9M reactions from USPTO patents (1976-2016). Task: Predict the product of the given reaction. (1) Given the reactants [Cl:1][C:2]1[CH:10]=[C:9]([CH:11]([O:14][CH2:15][C:16]2([C:29]3[CH:34]=[CH:33][C:32]([F:35])=[CH:31][CH:30]=3)[CH2:21][CH2:20][N:19]([C:22]([O:24][C:25]([CH3:28])([CH3:27])[CH3:26])=[O:23])[CH2:18][CH2:17]2)[CH2:12][F:13])[C:8]2[C:4](=[CH:5][N:6](COCC[Si](C)(C)C)[N:7]=2)[CH:3]=1.[F-].C([N+](CCCC)(CCCC)CCCC)CCC, predict the reaction product. The product is: [Cl:1][C:2]1[CH:3]=[C:4]2[C:8](=[C:9]([CH:11]([O:14][CH2:15][C:16]3([C:29]4[CH:30]=[CH:31][C:32]([F:35])=[CH:33][CH:34]=4)[CH2:21][CH2:20][N:19]([C:22]([O:24][C:25]([CH3:28])([CH3:27])[CH3:26])=[O:23])[CH2:18][CH2:17]3)[CH2:12][F:13])[CH:10]=1)[NH:7][N:6]=[CH:5]2. (2) Given the reactants C[O:2][C:3](=O)[C:4]1[C:9]([Cl:10])=[CH:8][C:7]([Cl:11])=[CH:6][C:5]=1[NH:12][C:13](=[O:27])[CH:14]([C:16]1[CH:21]=[CH:20][C:19]([O:22][CH3:23])=[C:18]([N+:24]([O-:26])=[O:25])[CH:17]=1)[CH3:15].[Li+].C[Si]([N-][Si](C)(C)C)(C)C.ClCCl, predict the reaction product. The product is: [Cl:10][C:9]1[CH:8]=[C:7]([Cl:11])[CH:6]=[C:5]2[C:4]=1[C:3](=[O:2])[C:14]([C:16]1[CH:21]=[CH:20][C:19]([O:22][CH3:23])=[C:18]([N+:24]([O-:26])=[O:25])[CH:17]=1)([CH3:15])[C:13](=[O:27])[NH:12]2. (3) Given the reactants [Cl:1][C:2]1[CH:3]=[C:4]([OH:12])[CH:5]=[CH:6][C:7]=1[C:8]([F:11])([F:10])[F:9].Br[CH2:14][C:15]1[C:27]([F:28])=[CH:26][C:18]([C:19]([NH:21][S:22]([CH3:25])(=[O:24])=[O:23])=[O:20])=[C:17]([F:29])[CH:16]=1.C(=O)([O-])[O-].[K+].[K+].Cl, predict the reaction product. The product is: [Cl:1][C:2]1[CH:3]=[C:4]([CH:5]=[CH:6][C:7]=1[C:8]([F:10])([F:11])[F:9])[O:12][CH2:14][C:15]1[C:27]([F:28])=[CH:26][C:18]([C:19]([NH:21][S:22]([CH3:25])(=[O:24])=[O:23])=[O:20])=[C:17]([F:29])[CH:16]=1. (4) Given the reactants [CH:1]1([N:4]([CH2:39][C:40]2[CH:45]=[C:44]([CH2:46][CH2:47][CH2:48][O:49][CH3:50])[CH:43]=[C:42]([OH:51])[CH:41]=2)[C:5]([C@@H:7]2[C@@H:12]([C:13]3[CH:18]=[CH:17][C:16]([O:19][CH2:20][CH2:21][O:22][C:23]4[C:28]([Cl:29])=[CH:27][C:26]([CH3:30])=[CH:25][C:24]=4[Cl:31])=[CH:15][CH:14]=3)[CH2:11][CH2:10][N:9]([C:32]([O:34][C:35]([CH3:38])([CH3:37])[CH3:36])=[O:33])[CH2:8]2)=[O:6])[CH2:3][CH2:2]1.Br[CH2:53][C:54]1[CH:63]=[CH:62][C:57]([C:58]([O:60][CH3:61])=[O:59])=[CH:56][CH:55]=1.C(=O)([O-])[O-].[Cs+].[Cs+], predict the reaction product. The product is: [CH:1]1([N:4]([CH2:39][C:40]2[CH:45]=[C:44]([CH2:46][CH2:47][CH2:48][O:49][CH3:50])[CH:43]=[C:42]([O:51][CH2:53][C:54]3[CH:55]=[CH:56][C:57]([C:58]([O:60][CH3:61])=[O:59])=[CH:62][CH:63]=3)[CH:41]=2)[C:5]([C@@H:7]2[C@@H:12]([C:13]3[CH:14]=[CH:15][C:16]([O:19][CH2:20][CH2:21][O:22][C:23]4[C:28]([Cl:29])=[CH:27][C:26]([CH3:30])=[CH:25][C:24]=4[Cl:31])=[CH:17][CH:18]=3)[CH2:11][CH2:10][N:9]([C:32]([O:34][C:35]([CH3:38])([CH3:37])[CH3:36])=[O:33])[CH2:8]2)=[O:6])[CH2:3][CH2:2]1. (5) Given the reactants [Cl:1][C:2]1[CH:3]=[C:4]([S:8]([NH:11][C:12]2[CH:20]=[CH:19][C:15]([C:16]([OH:18])=[O:17])=[C:14]([OH:21])[CH:13]=2)(=[O:10])=[O:9])[S:5][C:6]=1[Cl:7].[CH3:22][O:23][CH2:24][CH2:25]O, predict the reaction product. The product is: [Cl:1][C:2]1[CH:3]=[C:4]([S:8]([NH:11][C:12]2[CH:20]=[CH:19][C:15]([C:16]([O:18][CH2:25][CH2:24][O:23][CH3:22])=[O:17])=[C:14]([OH:21])[CH:13]=2)(=[O:9])=[O:10])[S:5][C:6]=1[Cl:7]. (6) Given the reactants [C:1]1([Li])[CH:6]=[CH:5][CH:4]=[CH:3][CH:2]=1.C(OCCCC)CCC.[CH2:17]([N:21]1[CH2:25][CH2:24][C:23]2([CH2:30][CH2:29][C:28]([N:33]([CH3:35])[CH3:34])([C:31]#[N:32])[CH2:27][CH2:26]2)[CH2:22]1)[CH2:18][CH2:19][CH3:20].[Cl-].[Na+], predict the reaction product. The product is: [CH2:17]([N:21]1[CH2:25][CH2:24][C:23]2([CH2:26][CH2:27][C:28]([N:33]([CH3:35])[CH3:34])([C:31](=[NH:32])[C:1]3[CH:6]=[CH:5][CH:4]=[CH:3][CH:2]=3)[CH2:29][CH2:30]2)[CH2:22]1)[CH2:18][CH2:19][CH3:20]. (7) The product is: [Br:12][C:5]1[CH:4]=[C:3]([C:2]([F:1])([F:10])[F:11])[N:8]=[N:7][C:6]=1[OH:9]. Given the reactants [F:1][C:2]([F:11])([F:10])[C:3]1[N:8]=[N:7][C:6]([OH:9])=[CH:5][CH:4]=1.[Br:12]N1C(=O)CCC1=O, predict the reaction product. (8) Given the reactants C([N:5](S(C1C=CC([N+]([O-])=O)=CC=1)(=O)=O)[C@H:6]([C:12]([OH:14])=[O:13])[CH2:7][CH2:8][CH2:9][CH2:10][NH2:11])C(C)C.C1(S(N[C@H](C(O)=O)CC2C=CC=CC=2)(=O)=O)C=CC=CC=1, predict the reaction product. The product is: [NH2:5][C@H:6]([C:12]([OH:14])=[O:13])[CH2:7][CH2:8][CH2:9][CH2:10][NH2:11]. (9) Given the reactants [C:1]([O:5][C:6](=[O:17])[CH2:7][CH:8]1[CH2:11][CH:10]([C:12](=[O:14])[CH3:13])[C:9]1([CH3:16])[CH3:15])([CH3:4])([CH3:3])[CH3:2].[C:18](OC)(=[O:25])[C:19]1[CH:24]=[CH:23][CH:22]=[N:21][CH:20]=1, predict the reaction product. The product is: [C:1]([O:5][C:6](=[O:17])[CH2:7][CH:8]1[CH2:11][CH:10]([C:12](=[O:14])[CH2:13][C:18](=[O:25])[C:19]2[CH:20]=[N:21][CH:22]=[CH:23][CH:24]=2)[C:9]1([CH3:16])[CH3:15])([CH3:4])([CH3:2])[CH3:3].